Task: Predict the reactants needed to synthesize the given product.. Dataset: Full USPTO retrosynthesis dataset with 1.9M reactions from patents (1976-2016) (1) The reactants are: [NH:1]1[CH:8]=[CH:7][C:5](=[O:6])[NH:4][C:2]1=[O:3].S(=O)(=O)(O)O.[F:14][C:15](I)([F:17])[F:16].OO. Given the product [F:14][C:15]([F:17])([F:16])[C:7]1[C:5](=[O:6])[NH:4][C:2](=[O:3])[NH:1][CH:8]=1, predict the reactants needed to synthesize it. (2) The reactants are: [C:1]([C:4]1[C:5](=[O:21])[NH:6][C:7]2[C:12]([C:13]=1[C:14]1[CH:19]=[CH:18][CH:17]=[CH:16][CH:15]=1)=[CH:11][C:10]([Cl:20])=[CH:9][CH:8]=2)(=[O:3])[CH3:2].[S:22]1[CH:26]=[CH:25][CH:24]=[C:23]1[CH:27]=O.[OH-].[Na+]. Given the product [Cl:20][C:10]1[CH:11]=[C:12]2[C:7](=[CH:8][CH:9]=1)[NH:6][C:5](=[O:21])[C:4]([C:1](=[O:3])[CH:2]=[CH:27][C:23]1[S:22][CH:26]=[CH:25][CH:24]=1)=[C:13]2[C:14]1[CH:15]=[CH:16][CH:17]=[CH:18][CH:19]=1, predict the reactants needed to synthesize it. (3) The reactants are: [Br:1][C:2]1[C:11]2[C:6](=[CH:7][C:8]([C:12]3[N:13]=[C:14]([C:17]4[CH:22]=[CH:21][CH:20]=[CH:19][CH:18]=4)[S:15][CH:16]=3)=[CH:9][CH:10]=2)[CH:5]=[CH:4][C:3]=1[O:23][CH:24]([CH2:29][C:30]1[CH:35]=[CH:34][CH:33]=[CH:32][CH:31]=1)[C:25]([O:27]C)=[O:26].[OH-].[Na+]. Given the product [Br:1][C:2]1[C:11]2[C:6](=[CH:7][C:8]([C:12]3[N:13]=[C:14]([C:17]4[CH:18]=[CH:19][CH:20]=[CH:21][CH:22]=4)[S:15][CH:16]=3)=[CH:9][CH:10]=2)[CH:5]=[CH:4][C:3]=1[O:23][CH:24]([CH2:29][C:30]1[CH:31]=[CH:32][CH:33]=[CH:34][CH:35]=1)[C:25]([OH:27])=[O:26], predict the reactants needed to synthesize it. (4) Given the product [S:3]1[CH:7]=[N:6][N:5]=[C:4]1[NH:8][C:9]1[CH:10]=[C:11]([B:15]([OH:23])[OH:2])[CH:12]=[CH:13][CH:14]=1, predict the reactants needed to synthesize it. The reactants are: [Li+].[OH-:2].[S:3]1[CH:7]=[N:6][N:5]=[C:4]1[NH:8][C:9]1[CH:10]=[C:11]([B-:15](F)(F)F)[CH:12]=[CH:13][CH:14]=1.[K+].[NH4+].[Cl-].Cl.[OH2:23]. (5) Given the product [CH3:1][O:2][C:39]([CH:40]1[CH2:49][CH2:48][N:47]([C:50]2[CH:35]=[CH:29][C:30]([NH:31][C:14]([C:12]3[N:13]=[C:9]([C:3]4[CH:8]=[CH:7][CH:6]=[CH:5][CH:4]=4)[O:10][C:11]=3[C:17]([F:20])([F:19])[F:18])=[O:15])=[CH:32][CH:51]=2)[CH2:45][CH2:46]1)=[O:43], predict the reactants needed to synthesize it. The reactants are: [CH3:1][OH:2].[C:3]1([C:9]2[O:10][C:11]([C:17]([F:20])([F:19])[F:18])=[C:12]([C:14](Cl)=[O:15])[N:13]=2)[CH:8]=[CH:7][CH:6]=[CH:5][CH:4]=1.C1(C2O[C:29]([C:35](F)(F)F)=[C:30]([C:32](O)=O)[N:31]=2)C=CC=CC=1.[C:39](Cl)(=[O:43])[C:40](Cl)=O.[CH2:45]([N:47]([CH2:50][CH3:51])[CH2:48][CH3:49])[CH3:46].